This data is from Forward reaction prediction with 1.9M reactions from USPTO patents (1976-2016). The task is: Predict the product of the given reaction. (1) Given the reactants [C:1]1([C:29]2[CH:34]=[CH:33][CH:32]=[CH:31][CH:30]=2)[CH:6]=[CH:5][C:4]([NH:7][C:8]([C:10]2[CH:18]=[CH:17][C:13]([C:14]([OH:16])=O)=[C:12]([NH:19][C:20](=[O:28])[CH2:21][N:22]3[CH2:27][CH2:26][O:25][CH2:24][CH2:23]3)[CH:11]=2)=[O:9])=[CH:3][CH:2]=1.[CH:35]1([NH2:38])[CH2:37][CH2:36]1.F[P-](F)(F)(F)(F)F.N1(O[P+](N2CCCC2)(N2CCCC2)N2CCCC2)C2C=CC=CC=2N=N1.C(N(C(C)C)CC)(C)C, predict the reaction product. The product is: [C:1]1([C:29]2[CH:34]=[CH:33][CH:32]=[CH:31][CH:30]=2)[CH:2]=[CH:3][C:4]([NH:7][C:8](=[O:9])[C:10]2[CH:18]=[CH:17][C:13]([C:14]([NH:38][CH:35]3[CH2:37][CH2:36]3)=[O:16])=[C:12]([NH:19][C:20](=[O:28])[CH2:21][N:22]3[CH2:23][CH2:24][O:25][CH2:26][CH2:27]3)[CH:11]=2)=[CH:5][CH:6]=1. (2) Given the reactants BrC1C=CC(N(C)C(N2C3N=C(N4CCOCC4)N=C(C4C=NC(N(CC5C=CC(OC)=CC=5)CC5C=CC(OC)=CC=5)=NC=4)C=3CC2)=O)=CC=1.C(N1CCNCC1)(OC(C)(C)C)=O.[CH3:65][N:66]([C:109]1[CH:114]=[CH:113][C:112]([N:115]2[CH2:120][CH2:119][NH:118][CH2:117][CH2:116]2)=[CH:111][CH:110]=1)[C:67]([N:69]1[C:73]2[N:74]=[C:75]([N:103]3[CH2:108][CH2:107][O:106][CH2:105][CH2:104]3)[N:76]=[C:77]([C:78]3[CH:79]=[N:80][C:81]([N:84](CC4C=CC(OC)=CC=4)CC4C=CC(OC)=CC=4)=[N:82][CH:83]=3)[C:72]=2[CH2:71][CH2:70]1)=[O:68], predict the reaction product. The product is: [CH3:65][N:66]([C:109]1[CH:110]=[CH:111][C:112]([N:115]2[CH2:116][CH2:117][NH:118][CH2:119][CH2:120]2)=[CH:113][CH:114]=1)[C:67]([N:69]1[C:73]2[N:74]=[C:75]([N:103]3[CH2:108][CH2:107][O:106][CH2:105][CH2:104]3)[N:76]=[C:77]([C:78]3[CH:79]=[N:80][C:81]([NH2:84])=[N:82][CH:83]=3)[C:72]=2[CH2:71][CH2:70]1)=[O:68]. (3) Given the reactants [N:1]1([C:7]([C:9]2[CH:14]=[CH:13][C:12]([C:15]3[NH:34][C:18]4=[N:19][CH:20]=[CH:21][C:22]([C:23]5[C:28]6[CH2:29][O:30]C(=O)[NH:32][C:27]=6[CH:26]=[CH:25][CH:24]=5)=[C:17]4[N:16]=3)=[CH:11][CH:10]=2)=[O:8])[CH2:6][CH2:5][O:4][CH2:3][CH2:2]1.[OH-].[Na+], predict the reaction product. The product is: [NH2:32][C:27]1[CH:26]=[CH:25][CH:24]=[C:23]([C:22]2[CH:21]=[CH:20][N:19]=[C:18]3[NH:34][C:15]([C:12]4[CH:11]=[CH:10][C:9]([C:7]([N:1]5[CH2:6][CH2:5][O:4][CH2:3][CH2:2]5)=[O:8])=[CH:14][CH:13]=4)=[N:16][C:17]=23)[C:28]=1[CH2:29][OH:30].